From a dataset of Catalyst prediction with 721,799 reactions and 888 catalyst types from USPTO. Predict which catalyst facilitates the given reaction. (1) Reactant: Cl[C:2]1[CH:7]=[C:6]([O:8][CH3:9])[C:5]([N+:10]([O-:12])=[O:11])=[CH:4][N:3]=1.O1[CH2:17][CH2:16]CC1. Product: [CH3:9][O:8][C:6]1[C:5]([N+:10]([O-:12])=[O:11])=[CH:4][N:3]=[C:2]([N:10]2[CH2:17][CH2:16][N:3]([CH3:2])[CH2:4][CH2:5]2)[CH:7]=1. The catalyst class is: 6. (2) Reactant: N[C:2]1[S:6][C:5]([C:7]2[CH:8]=[C:9]3[C:17](=[CH:18][CH:19]=2)[N:16]([CH2:20][C:21]2[CH:26]=[CH:25][CH:24]=[C:23]([F:27])[CH:22]=2)[C:15]2[CH2:14][CH2:13][C@@H:12]([NH:28][C:29](=[O:33])[CH:30]([CH3:32])[CH3:31])[CH2:11][C:10]3=2)=[N:4][N:3]=1.C(ON=O)CC(C)C. Product: [F:27][C:23]1[CH:22]=[C:21]([CH:26]=[CH:25][CH:24]=1)[CH2:20][N:16]1[C:15]2[CH2:14][CH2:13][C@@H:12]([NH:28][C:29](=[O:33])[CH:30]([CH3:32])[CH3:31])[CH2:11][C:10]=2[C:9]2[C:17]1=[CH:18][CH:19]=[C:7]([C:5]1[S:6][CH:2]=[N:3][N:4]=1)[CH:8]=2. The catalyst class is: 3. (3) Reactant: C([O:3][C:4]([C:6]1[CH:7]=[C:8]2[C:13](=[CH:14][CH:15]=1)[NH:12][CH:11]([C:16]1[CH:17]=[C:18]([C:23]3[CH:28]=[CH:27][C:26]([C:29]#[N:30])=[CH:25][CH:24]=3)[CH:19]=[C:20]([F:22])[CH:21]=1)[C:10]([CH3:32])([CH3:31])[CH2:9]2)=[O:5])C.O.[OH-].[Li+].O.Cl. Product: [C:29]([C:26]1[CH:25]=[CH:24][C:23]([C:18]2[CH:19]=[C:20]([F:22])[CH:21]=[C:16]([CH:11]3[C:10]([CH3:32])([CH3:31])[CH2:9][C:8]4[C:13](=[CH:14][CH:15]=[C:6]([C:4]([OH:5])=[O:3])[CH:7]=4)[NH:12]3)[CH:17]=2)=[CH:28][CH:27]=1)#[N:30]. The catalyst class is: 111. (4) Reactant: [C:1]([O:5][C@@H:6]([C:11]1[C:16]([CH3:17])=[CH:15][N:14]2[N:18]=[C:19]([C:21]([O:23]C)=[O:22])[CH:20]=[C:13]2[C:12]=1[C:25]1[C:34]2[C:29]3=[C:30]([CH2:35][CH2:36][O:37][C:28]3=[CH:27][CH:26]=1)[CH:31]=[CH:32][N:33]=2)[C:7]([O:9][CH3:10])=[O:8])([CH3:4])([CH3:3])[CH3:2].[OH-].[Na+]. Product: [C:1]([O:5][C@@H:6]([C:11]1[C:16]([CH3:17])=[CH:15][N:14]2[N:18]=[C:19]([C:21]([OH:23])=[O:22])[CH:20]=[C:13]2[C:12]=1[C:25]1[C:34]2[C:29]3=[C:30]([CH2:35][CH2:36][O:37][C:28]3=[CH:27][CH:26]=1)[CH:31]=[CH:32][N:33]=2)[C:7]([O:9][CH3:10])=[O:8])([CH3:4])([CH3:2])[CH3:3]. The catalyst class is: 5.